This data is from Forward reaction prediction with 1.9M reactions from USPTO patents (1976-2016). The task is: Predict the product of the given reaction. (1) The product is: [CH3:6][O:7][C:8]1[CH:9]=[C:10]([C:16]2[O:32][C:21]3=[C:22]4[C:27](=[CH:28][CH:29]=[C:20]3[C:18](=[O:19])[CH:17]=2)[O:26][C:25]([CH3:30])([CH3:31])[CH:24]=[CH:23]4)[CH:11]=[CH:12][C:13]=1[O:14][CH3:15]. Given the reactants [I-].CS(C)=O.[CH3:6][O:7][C:8]1[CH:9]=[C:10](/[CH:16]=[CH:17]/[C:18]([C:20]2[C:21]([OH:32])=[C:22]3[C:27](=[CH:28][CH:29]=2)[O:26][C:25]([CH3:31])([CH3:30])[CH:24]=[CH:23]3)=[O:19])[CH:11]=[CH:12][C:13]=1[O:14][CH3:15], predict the reaction product. (2) The product is: [Cl:23][CH2:24][CH2:25][CH2:26][S:27]([N:18]1[CH2:19][CH2:20][CH:15]([O:14][CH:6]([C:7]2[CH:8]=[CH:9][C:10]([Cl:13])=[CH:11][CH:12]=2)[C:5]2[CH:21]=[CH:22][C:2]([Cl:1])=[CH:3][CH:4]=2)[CH2:16][CH2:17]1)(=[O:29])=[O:28]. Given the reactants [Cl:1][C:2]1[CH:22]=[CH:21][C:5]([CH:6]([O:14][CH:15]2[CH2:20][CH2:19][NH:18][CH2:17][CH2:16]2)[C:7]2[CH:12]=[CH:11][C:10]([Cl:13])=[CH:9][CH:8]=2)=[CH:4][CH:3]=1.[Cl:23][CH2:24][CH2:25][CH2:26][S:27](Cl)(=[O:29])=[O:28].FC1C=CC(S(N2CCC(OC(C3C=CC(Cl)=CC=3)C3C=CC(Cl)=CC=3)CC2)(=O)=O)=CC=1, predict the reaction product. (3) Given the reactants [F:1][C:2]1[N:7]=[CH:6][C:5](B(O)O)=[CH:4][CH:3]=1.Cl[C:12]1[CH:17]=[CH:16][N:15]=[C:14]2[NH:18][C:19]([C:21]([F:24])([F:23])[F:22])=[CH:20][C:13]=12.C(=O)(O)[O-].[Na+], predict the reaction product. The product is: [F:1][C:2]1[N:7]=[CH:6][C:5]([C:12]2[CH:17]=[CH:16][N:15]=[C:14]3[NH:18][C:19]([C:21]([F:23])([F:24])[F:22])=[CH:20][C:13]=23)=[CH:4][CH:3]=1. (4) Given the reactants [OH:1][C:2]1[C:11](=[O:12])[C:10]2[C:5](=[CH:6][CH:7]=[CH:8][CH:9]=2)[O:4][C:3]=1[C:13]1[CH:18]=[CH:17][C:16]([O:19][CH2:20][CH2:21][O:22][CH2:23][CH2:24][OH:25])=[CH:15][CH:14]=1.Br[CH2:27][C:28]1[CH:29]=[C:30]([CH:35]=[CH:36][CH:37]=1)[C:31]([O:33][CH3:34])=[O:32].C([O-])([O-])=O.[K+].[K+], predict the reaction product. The product is: [OH:25][CH2:24][CH2:23][O:22][CH2:21][CH2:20][O:19][C:16]1[CH:17]=[CH:18][C:13]([C:3]2[O:4][C:5]3[C:10]([C:11](=[O:12])[C:2]=2[O:1][CH2:27][C:28]2[CH:29]=[C:30]([CH:35]=[CH:36][CH:37]=2)[C:31]([O:33][CH3:34])=[O:32])=[CH:9][CH:8]=[CH:7][CH:6]=3)=[CH:14][CH:15]=1. (5) Given the reactants FC(F)(F)S(O[C:7]1[CH:8]=[C:9]2[C:13](=[CH:14][CH:15]=1)[CH:12]([C:16]([O:18][CH3:19])=[O:17])[CH2:11][CH2:10]2)(=O)=O.CC1(C)C(C)(C)OB([C:30]2[CH:35]=[CH:34][C:33]([OH:36])=[CH:32][CH:31]=2)O1.C1(P(C2C=CC=CC=2)C2C=CC=CC=2)C=CC=CC=1.P([O-])([O-])([O-])=O.[K+].[K+].[K+].O, predict the reaction product. The product is: [OH:36][C:33]1[CH:34]=[CH:35][C:30]([C:7]2[CH:8]=[C:9]3[C:13](=[CH:14][CH:15]=2)[CH:12]([C:16]([O:18][CH3:19])=[O:17])[CH2:11][CH2:10]3)=[CH:31][CH:32]=1. (6) Given the reactants [C:1]([Si:5]([CH3:16])([CH3:15])[O:6][CH2:7][CH2:8][CH2:9][CH2:10][C:11]#[C:12]CO)([CH3:4])([CH3:3])[CH3:2].C([Si](C)(C)OCCCCC#CCOC(=O)C)(C)(C)C.C(OC(=O)C)(=O)C, predict the reaction product. The product is: [C:1]([Si:5]([O:6][CH2:7][CH2:8][CH2:9][CH2:10][C:11]#[CH:12])([CH3:15])[CH3:16])([CH3:3])([CH3:4])[CH3:2]. (7) Given the reactants [CH:1](=[O:7])[CH2:2][CH2:3][CH2:4][CH2:5][CH3:6].[OH:8][CH2:9][CH:10]([CH2:12][OH:13])[OH:11], predict the reaction product. The product is: [CH:1](=[O:7])[CH2:2][CH2:3][CH2:4][CH2:5][CH3:6].[OH:8][CH2:9][CH:10]([CH2:12][OH:13])[OH:11].